Dataset: Full USPTO retrosynthesis dataset with 1.9M reactions from patents (1976-2016). Task: Predict the reactants needed to synthesize the given product. (1) Given the product [CH:37]1([CH2:36][O:19][C:17]2[CH:16]=[CH:15][C:14]([C:20]([F:23])([F:21])[F:22])=[C:13]([CH2:12][N:9]3[CH:10]=[CH:11][C:7]([NH:6][C:4](=[O:5])[C:3]4[C:2]([F:1])=[CH:27][CH:26]=[CH:25][C:24]=4[F:28])=[N:8]3)[CH:18]=2)[CH2:39][CH2:38]1, predict the reactants needed to synthesize it. The reactants are: [F:1][C:2]1[CH:27]=[CH:26][CH:25]=[C:24]([F:28])[C:3]=1[C:4]([NH:6][C:7]1[CH:11]=[CH:10][N:9]([CH2:12][C:13]2[CH:18]=[C:17]([OH:19])[CH:16]=[CH:15][C:14]=2[C:20]([F:23])([F:22])[F:21])[N:8]=1)=[O:5].CC(C)([O-])C.[K+].Br[CH2:36][CH:37]1[CH2:39][CH2:38]1. (2) Given the product [Br-:38].[CH2:37]([P+:7]([C:1]1[CH:2]=[CH:3][CH:4]=[CH:5][CH:6]=1)([C:8]1[CH:13]=[CH:12][CH:11]=[CH:10][CH:9]=1)[C:14]1[CH:15]=[CH:16][CH:17]=[CH:18][CH:19]=1)[CH2:36][CH2:35][CH2:34][CH2:33][CH2:32][CH2:31][CH2:30][CH2:29][CH2:28][CH2:27][CH2:26][CH2:25][CH2:24][CH2:23][CH2:22][CH2:21][CH3:20], predict the reactants needed to synthesize it. The reactants are: [C:1]1([P:7]([C:14]2[CH:19]=[CH:18][CH:17]=[CH:16][CH:15]=2)[C:8]2[CH:13]=[CH:12][CH:11]=[CH:10][CH:9]=2)[CH:6]=[CH:5][CH:4]=[CH:3][CH:2]=1.[CH2:20]([Br:38])[CH2:21][CH2:22][CH2:23][CH2:24][CH2:25][CH2:26][CH2:27][CH2:28][CH2:29][CH2:30][CH2:31][CH2:32][CH2:33][CH2:34][CH2:35][CH2:36][CH3:37]. (3) Given the product [CH2:23]([N:25]([CH2:29][CH3:30])[CH2:26][CH2:27][N:18]1[CH2:19][CH2:20][N:15]([C:12]2[CH:11]=[CH:10][C:9]([C:6]3[CH:5]=[CH:4][C:3]([C:2]([F:1])([F:21])[F:22])=[CH:8][CH:7]=3)=[CH:14][N:13]=2)[CH2:16][CH2:17]1)[CH3:24], predict the reactants needed to synthesize it. The reactants are: [F:1][C:2]([F:22])([F:21])[C:3]1[CH:8]=[CH:7][C:6]([C:9]2[CH:10]=[CH:11][C:12]([N:15]3[CH2:20][CH2:19][NH:18][CH2:17][CH2:16]3)=[N:13][CH:14]=2)=[CH:5][CH:4]=1.[CH2:23]([N:25]([CH2:29][CH3:30])[CH2:26][CH2:27]Cl)[CH3:24]. (4) The reactants are: [Br:1][C:2]1[CH:3]=[C:4]([CH3:18])[C:5]2[N:6]([CH:8]=[C:9]([C:11]3[CH:16]=[CH:15][C:14]([F:17])=[CH:13][CH:12]=3)[N:10]=2)[CH:7]=1.P(Cl)(Cl)(Cl)=O.CN(C)[CH:26]=[O:27]. Given the product [Br:1][C:2]1[CH:3]=[C:4]([CH3:18])[C:5]2[N:6]([C:8]([CH:26]=[O:27])=[C:9]([C:11]3[CH:16]=[CH:15][C:14]([F:17])=[CH:13][CH:12]=3)[N:10]=2)[CH:7]=1, predict the reactants needed to synthesize it. (5) Given the product [C:1]1([C:18]2[CH:23]=[CH:22][CH:21]=[CH:20][CH:19]=2)[CH:6]=[CH:5][C:4]([NH:7][CH2:8][C:9]2[CH:10]=[C:11]([C:15]([NH:34][S:31]([C:26]3[CH:27]=[CH:28][CH:29]=[CH:30][C:25]=3[CH3:24])(=[O:32])=[O:33])=[O:17])[O:12][C:13]=2[CH3:14])=[CH:3][CH:2]=1, predict the reactants needed to synthesize it. The reactants are: [C:1]1([C:18]2[CH:23]=[CH:22][CH:21]=[CH:20][CH:19]=2)[CH:6]=[CH:5][C:4]([NH:7][CH2:8][C:9]2[CH:10]=[C:11]([C:15]([OH:17])=O)[O:12][C:13]=2[CH3:14])=[CH:3][CH:2]=1.[CH3:24][C:25]1[CH:30]=[CH:29][CH:28]=[CH:27][C:26]=1[S:31]([NH2:34])(=[O:33])=[O:32]. (6) Given the product [CH3:1][C:2]1[C:3]([O:11][CH3:12])=[CH:4][CH:5]=[CH:6][C:7]=1[NH2:8], predict the reactants needed to synthesize it. The reactants are: [CH3:1][C:2]1[C:7]([N+:8]([O-])=O)=[CH:6][CH:5]=[CH:4][C:3]=1[O:11][CH3:12].C(O)(C(F)(F)F)=O.CC#N.O. (7) Given the product [Br:34][C:11]1[N:10]([CH2:19][C@H:20]2[CH2:21][CH2:22][C@H:23]([CH3:26])[CH2:24][CH2:25]2)[C:9]2[C:13](=[N:14][C:15]([C:17]#[N:18])=[N:16][C:8]=2[NH:7][C@@H:5]([CH:1]2[CH2:4][CH2:3][CH2:2]2)[CH3:6])[N:12]=1, predict the reactants needed to synthesize it. The reactants are: [CH:1]1([C@H:5]([NH:7][C:8]2[N:16]=[C:15]([C:17]#[N:18])[N:14]=[C:13]3[C:9]=2[N:10]([CH2:19][C@H:20]2[CH2:25][CH2:24][C@H:23]([CH3:26])[CH2:22][CH2:21]2)[CH:11]=[N:12]3)[CH3:6])[CH2:4][CH2:3][CH2:2]1.C1C(=O)N([Br:34])C(=O)C1. (8) Given the product [Br:8][C:5]1[CH:6]=[CH:7][C:2]([CH:14]([OH:18])[CH2:15][CH2:16][CH3:17])=[N:3][CH:4]=1, predict the reactants needed to synthesize it. The reactants are: Br[C:2]1[CH:7]=[CH:6][C:5]([Br:8])=[CH:4][N:3]=1.C([Li])CCC.[CH:14](=[O:18])[CH2:15][CH2:16][CH3:17]. (9) The reactants are: Cl.[Br:2][C:3]1[CH:8]=[CH:7][C:6]([F:9])=[CH:5][C:4]=1[NH:10][NH2:11].CN([CH:15]=[N:16][C:17](=[O:19])[CH3:18])C. Given the product [Br:2][C:3]1[CH:8]=[CH:7][C:6]([F:9])=[CH:5][C:4]=1[NH:10]/[N:11]=[CH:15]/[NH:16][C:17](=[O:19])[CH3:18], predict the reactants needed to synthesize it.